From a dataset of NCI-60 drug combinations with 297,098 pairs across 59 cell lines. Regression. Given two drug SMILES strings and cell line genomic features, predict the synergy score measuring deviation from expected non-interaction effect. (1) Drug 1: C1=CC=C(C=C1)NC(=O)CCCCCCC(=O)NO. Cell line: SF-539. Synergy scores: CSS=6.59, Synergy_ZIP=-2.98, Synergy_Bliss=-0.0951, Synergy_Loewe=-12.7, Synergy_HSA=-3.64. Drug 2: C1CN(P(=O)(OC1)NCCCl)CCCl. (2) Drug 1: C1CC(CNC1)C2=CC=C(C=C2)N3C=C4C=CC=C(C4=N3)C(=O)N. Drug 2: CNC(=O)C1=NC=CC(=C1)OC2=CC=C(C=C2)NC(=O)NC3=CC(=C(C=C3)Cl)C(F)(F)F. Cell line: OVCAR3. Synergy scores: CSS=38.7, Synergy_ZIP=3.94, Synergy_Bliss=4.33, Synergy_Loewe=-5.14, Synergy_HSA=-3.17.